Dataset: Forward reaction prediction with 1.9M reactions from USPTO patents (1976-2016). Task: Predict the product of the given reaction. (1) Given the reactants [Br:1][CH2:2][C:3]1[CH:4]=[C:5]([CH:8]=[C:9]([CH3:11])[CH:10]=1)C=O.[CH:12](OC)([O:15][CH3:16])[O:13][CH3:14].O.C1(C)C=CC(S(O)(=O)=O)=CC=1, predict the reaction product. The product is: [Br:1][CH2:2][C:3]1[CH:10]=[C:9]([CH3:11])[CH:8]=[C:5]([CH:12]([O:15][CH3:16])[O:13][CH3:14])[CH:4]=1. (2) Given the reactants [Cl-].[Ca+2].[Cl-].[O:4]1[CH:6]([CH2:7][CH2:8][CH2:9][CH2:10][CH2:11][CH2:12][CH2:13][CH2:14][CH2:15][CH3:16])[CH2:5]1.S(=O)(=O)(O)O.C(=O)([O-])O.[Na+].[OH:27][CH2:28][CH:29]([CH2:31][OH:32])[OH:30], predict the reaction product. The product is: [OH:4][CH2:5][CH2:6][CH2:7][CH2:8][CH2:9][CH2:10][CH2:11][CH2:12][CH2:13][CH2:14][CH2:15][CH2:16][O:27][CH2:28][CH:29]([CH2:31][OH:32])[OH:30]. (3) Given the reactants [CH2:1]([O:3][C:4]([C:6]1[CH:11]=[CH:10][CH:9]=[CH:8][C:7]=1[N:12]1[CH2:27][CH:15]2[CH2:16][N:17](C(OC(C)(C)C)=O)[CH2:18][CH2:19][N:14]2[C:13]1=[O:28])=[O:5])[CH3:2].[BrH:29].C(O)C, predict the reaction product. The product is: [BrH:29].[O:28]=[C:13]1[N:14]2[CH2:19][CH2:18][NH:17][CH2:16][CH:15]2[CH2:27][N:12]1[C:7]1[CH:8]=[CH:9][CH:10]=[CH:11][C:6]=1[C:4]([O:3][CH2:1][CH3:2])=[O:5]. (4) Given the reactants Br[C:2]1[CH:16]=[C:15]([Cl:17])[CH:14]=[CH:13][C:3]=1[O:4][CH2:5][C:6]([O:8][C:9]([CH3:12])([CH3:11])[CH3:10])=[O:7].[N:18]1[C:27]2[C:22](=[CH:23][CH:24]=[CH:25][C:26]=2B(O)O)[CH:21]=[CH:20][CH:19]=1, predict the reaction product. The product is: [Cl:17][C:15]1[CH:14]=[CH:13][C:3]([O:4][CH2:5][C:6]([O:8][C:9]([CH3:12])([CH3:11])[CH3:10])=[O:7])=[C:2]([C:26]2[CH:25]=[CH:24][CH:23]=[C:22]3[C:27]=2[N:18]=[CH:19][CH:20]=[CH:21]3)[CH:16]=1. (5) Given the reactants [Cl:1][C:2]1[N:10]=[CH:9][N:8]=[C:7]2[C:3]=1[N:4]=[CH:5][N:6]2[C@H:11]1[C@@H:15]2[O:16][C:17]([CH3:20])([CH3:19])[O:18][C@@H:14]2[C@@H:13]([C:21](O)=[O:22])[O:12]1.[CH3:24][C:25]([CH3:31])([CH3:30])[C:26]([NH:28][NH2:29])=[O:27].C(OC1C=CC2C(=CC=CC=2)N1C(OCC)=O)C, predict the reaction product. The product is: [CH3:24][C:25]([CH3:31])([CH3:30])[C:26]([NH:28][NH:29][C:21]([C@@H:13]1[C@@H:14]2[C@@H:15]([O:16][C:17]([CH3:19])([CH3:20])[O:18]2)[C@H:11]([N:6]2[CH:5]=[N:4][C:3]3[C:7]2=[N:8][CH:9]=[N:10][C:2]=3[Cl:1])[O:12]1)=[O:22])=[O:27].